Task: Predict the reactants needed to synthesize the given product.. Dataset: Full USPTO retrosynthesis dataset with 1.9M reactions from patents (1976-2016) (1) Given the product [Cl:14][C:15]1[CH:20]=[C:19]([Cl:21])[CH:18]=[C:17]([CH3:22])[C:16]=1[S:23]([NH:13][C:2]1[S:3][C:4]2[CH2:9][CH2:8][C:7]3[S:10][CH:11]=[CH:12][C:6]=3[C:5]=2[N:1]=1)(=[O:25])=[O:24], predict the reactants needed to synthesize it. The reactants are: [N:1]1[C:5]2[C:6]3[CH:12]=[CH:11][S:10][C:7]=3[CH2:8][CH2:9][C:4]=2[S:3][C:2]=1[NH2:13].[Cl:14][C:15]1[CH:20]=[C:19]([Cl:21])[CH:18]=[C:17]([CH3:22])[C:16]=1[S:23](Cl)(=[O:25])=[O:24]. (2) The reactants are: [F:1][C:2]1[CH:3]=[C:4]([CH:9]=[CH:10][C:11]([O:13][CH2:14][CH3:15])=[O:12])[CH:5]=[C:6]([F:8])[CH:7]=1.[CH3:16][O:17][CH2:18][CH2:19][CH2:20][C:21]1[CH:26]=[CH:25][CH:24]=[CH:23][C:22]=1[C:27]1[CH:32]=[CH:31][C:30]([CH2:33][C:34]#[N:35])=[C:29]([CH3:36])[CH:28]=1.CC[O-].[Na+].C(O)C. Given the product [C:34]([CH:33]([C:30]1[CH:31]=[CH:32][C:27]([C:22]2[CH:23]=[CH:24][CH:25]=[CH:26][C:21]=2[CH2:20][CH2:19][CH2:18][O:17][CH3:16])=[CH:28][C:29]=1[CH3:36])[CH:9]([C:4]1[CH:3]=[C:2]([F:1])[CH:7]=[C:6]([F:8])[CH:5]=1)[CH2:10][C:11]([O:13][CH2:14][CH3:15])=[O:12])#[N:35], predict the reactants needed to synthesize it. (3) Given the product [C:11]([C:3]1([OH:9])[CH:4]([CH3:8])[CH2:5][CH2:6][CH2:7][CH:2]1[CH3:1])#[CH:12], predict the reactants needed to synthesize it. The reactants are: [CH3:1][CH:2]1[CH2:7][CH2:6][CH2:5][CH:4]([CH3:8])[C:3]1=[O:9].O1CC[CH2:12][CH2:11]1.[Li]. (4) Given the product [C:13]([C:12]1[CH:15]=[CH:16][C:9]([C:6]2[CH:7]=[CH:8][N:4]([CH2:3][CH2:2][NH:1][C:31]([C:29]3[NH:28][N:27]=[C:26]([C:21]4[CH:22]=[CH:23][CH:24]=[CH:25][N:20]=4)[CH:30]=3)=[O:32])[N:5]=2)=[CH:10][C:11]=1[N+:17]([O-:19])=[O:18])#[N:14], predict the reactants needed to synthesize it. The reactants are: [NH2:1][CH2:2][CH2:3][N:4]1[CH:8]=[CH:7][C:6]([C:9]2[CH:16]=[CH:15][C:12]([C:13]#[N:14])=[C:11]([N+:17]([O-:19])=[O:18])[CH:10]=2)=[N:5]1.[N:20]1[CH:25]=[CH:24][CH:23]=[CH:22][C:21]=1[C:26]1[CH:30]=[C:29]([C:31](O)=[O:32])[NH:28][N:27]=1. (5) The reactants are: [Br:1][C:2]1[C:10]2[N:9]=[C:8]([CH:11]([F:13])[F:12])[NH:7][C:6]=2[CH:5]=[C:4]([N+:14]([O-:16])=[O:15])[CH:3]=1.Br[CH2:18][C:19]1[CH:24]=[CH:23][CH:22]=[C:21]([Cl:25])[C:20]=1[CH3:26].C(=O)([O-])[O-].[K+].[K+]. Given the product [Br:1][C:2]1[C:10]2[N:9]=[C:8]([CH:11]([F:12])[F:13])[N:7]([CH2:18][C:19]3[CH:24]=[CH:23][CH:22]=[C:21]([Cl:25])[C:20]=3[CH3:26])[C:6]=2[CH:5]=[C:4]([N+:14]([O-:16])=[O:15])[CH:3]=1, predict the reactants needed to synthesize it. (6) Given the product [OH:56][C:53]1[CH:54]=[CH:55][C:50]([CH2:49][NH:48][C:12]([C:7]2[S:8][C:9]([CH3:11])=[C:10]3[C:6]=2[CH2:5][C@H:4]2[C:2]([CH3:1])([CH3:15])[C@H:3]23)=[O:14])=[C:51]([Cl:57])[CH:52]=1, predict the reactants needed to synthesize it. The reactants are: [CH3:1][C:2]1([CH3:15])[C@@H:4]2[CH2:5][C:6]3[C:10]([C@H:3]12)=[C:9]([CH3:11])[S:8][C:7]=3[C:12]([OH:14])=O.CN(C(ON1N=NC2C=CC=CC1=2)=[N+](C)C)C.[B-](F)(F)(F)F.C(N(C(C)C)C(C)C)C.Cl.[NH2:48][CH2:49][C:50]1[CH:55]=[CH:54][C:53]([OH:56])=[CH:52][C:51]=1[Cl:57].